From a dataset of Full USPTO retrosynthesis dataset with 1.9M reactions from patents (1976-2016). Predict the reactants needed to synthesize the given product. (1) Given the product [CH3:1][N:2]1[CH:7]=[CH:6][C:5]([C:8]2[CH:9]=[N:10][C:11]([CH:14]3[CH2:18][CH2:17][N:16]([C:19]([O:21][CH:22]4[CH:23]5[CH2:24][C:25]6([C:32]([OH:34])=[O:33])[CH2:26][CH:27]([CH2:28][CH:29]4[CH2:30]6)[CH2:31]5)=[O:20])[CH2:15]3)=[N:12][CH:13]=2)=[CH:4][C:3]1=[O:36], predict the reactants needed to synthesize it. The reactants are: [CH3:1][N:2]1[CH:7]=[CH:6][C:5]([C:8]2[CH:9]=[N:10][C:11]([CH:14]3[CH2:18][CH2:17][N:16]([C:19]([O:21][CH:22]4[CH:29]5[CH2:30][C:25]6([C:32]([O:34]C)=[O:33])[CH2:26][CH:27]([CH2:31][CH:23]4[CH2:24]6)[CH2:28]5)=[O:20])[CH2:15]3)=[N:12][CH:13]=2)=[CH:4][C:3]1=[O:36].O.[Li+].[OH-].Cl. (2) Given the product [F:18][C:11]1[CH:10]=[C:9]2[C:14](=[C:13]([O:15][CH3:16])[C:12]=1[F:17])[NH:5][CH:6]=[C:7]([C:20]([O:22][CH2:23][CH3:24])=[O:21])[C:8]2=[O:19], predict the reactants needed to synthesize it. The reactants are: C([N:5]1[C:14]2[C:9](=[CH:10][C:11]([F:18])=[C:12]([F:17])[C:13]=2[O:15][CH3:16])[C:8](=[O:19])[C:7]([C:20]([O:22][CH2:23][CH3:24])=[O:21])=[CH:6]1)(C)(C)C. (3) Given the product [CH3:37][S:38]([OH:41])(=[O:40])=[O:39].[CH:1]1([C:4]2[CH:9]=[C:8]([C:10]3[CH:11]=[CH:12][C:13]4[N:17]=[C:16]([CH2:18][CH3:19])[N:15]([C@H:20]5[CH2:21][CH2:22][C@H:23]([OH:26])[CH2:24][CH2:25]5)[C:14]=4[CH:27]=3)[N:7]=[C:6]([NH:28][C:29]3[C:34]([C:46]#[N:47])=[CH:33][CH:32]=[CH:31][N:30]=3)[CH:5]=2)[CH2:3][CH2:2]1, predict the reactants needed to synthesize it. The reactants are: [CH:1]1([C:4]2[CH:9]=[C:8]([C:10]3[CH:11]=[CH:12][C:13]4[N:17]=[C:16]([CH2:18][CH3:19])[N:15]([C@H:20]5[CH2:25][CH2:24][C@H:23]([OH:26])[CH2:22][CH2:21]5)[C:14]=4[CH:27]=3)[N:7]=[C:6]([NH:28][C:29]3[CH:34]=[C:33](C#N)[CH:32]=[CH:31][N:30]=3)[CH:5]=2)[CH2:3][CH2:2]1.[CH3:37][S:38]([OH:41])(=[O:40])=[O:39].CC(C)=O.[CH3:46][N:47](C=O)C.